Dataset: Full USPTO retrosynthesis dataset with 1.9M reactions from patents (1976-2016). Task: Predict the reactants needed to synthesize the given product. (1) Given the product [CH2:49]([O:48][C:47]([NH:46][CH2:45][CH2:44][C:39]1[CH:40]=[CH:41][CH:42]=[CH:43][C:38]=1[C:2]1[CH:7]=[CH:6][C:5]([C@H:8]2[C@H:13]([C:14]3[CH:19]=[CH:18][N:17]([CH3:20])[C:16](=[O:21])[CH:15]=3)[CH2:12][CH2:11][N:10]([C:22]([O:24][C:25]([CH3:27])([CH3:28])[CH3:26])=[O:23])[CH2:9]2)=[C:4]([Cl:29])[CH:3]=1)=[O:56])[C:50]1[CH:51]=[CH:52][CH:53]=[CH:54][CH:55]=1, predict the reactants needed to synthesize it. The reactants are: Br[C:2]1[CH:7]=[CH:6][C:5]([C@H:8]2[C@H:13]([C:14]3[CH:19]=[CH:18][N:17]([CH3:20])[C:16](=[O:21])[CH:15]=3)[CH2:12][CH2:11][N:10]([C:22]([O:24][C:25]([CH3:28])([CH3:27])[CH3:26])=[O:23])[CH2:9]2)=[C:4]([Cl:29])[CH:3]=1.CC1(C)C(C)(C)OB([C:38]2[CH:43]=[CH:42][CH:41]=[CH:40][C:39]=2[CH2:44][CH2:45][NH:46][C:47](=[O:56])[O:48][CH2:49][C:50]2[CH:55]=[CH:54][CH:53]=[CH:52][CH:51]=2)O1.N#N.C1(P(C2CCCCC2)C2C=CC=CC=2C2C(OC)=CC=CC=2OC)CCCCC1.[O-]P([O-])([O-])=O.[K+].[K+].[K+]. (2) The reactants are: [CH3:1][C:2]1[N:3]=[N:4][N:5]([CH2:7][C:8]2[CH:13]=[C:12]([C:14]([F:17])([F:16])[F:15])[CH:11]=[CH:10][C:9]=2/[CH:18]=[CH:19]/[C:20](O)=[O:21])[N:6]=1.[CH3:23][C@H:24]1[NH:29][CH2:28][CH2:27][N:26]([C:30]([O:32][C:33]([CH3:36])([CH3:35])[CH3:34])=[O:31])[CH2:25]1. Given the product [CH3:23][C@H:24]1[N:29]([C:20](=[O:21])/[CH:19]=[CH:18]/[C:9]2[CH:10]=[CH:11][C:12]([C:14]([F:15])([F:16])[F:17])=[CH:13][C:8]=2[CH2:7][N:5]2[N:4]=[N:3][C:2]([CH3:1])=[N:6]2)[CH2:28][CH2:27][N:26]([C:30]([O:32][C:33]([CH3:35])([CH3:34])[CH3:36])=[O:31])[CH2:25]1, predict the reactants needed to synthesize it. (3) Given the product [CH3:1][O:2][C:3]([C:5]1[CH:10]([C:11]2[CH:16]=[CH:15][C:14]([C:17]#[N:18])=[CH:13][CH:12]=2)[N:9]2[C:19](=[O:34])[N:20]([CH2:22][CH2:23][CH2:24][N:25]([C:27](=[O:28])[CH3:53])[CH3:26])[N:21]=[C:8]2[N:7]([C:35]2[CH:36]=[CH:37][CH:41]=[C:46]([C:48]([F:51])([F:50])[F:49])[CH:40]=2)[C:6]=1[CH3:45])=[O:4], predict the reactants needed to synthesize it. The reactants are: [CH3:1][O:2][C:3]([C:5]1[CH:10]([C:11]2[CH:16]=[CH:15][C:14]([C:17]#[N:18])=[CH:13][CH:12]=2)[N:9]2[C:19](=[O:34])[N:20]([CH2:22][CH2:23][CH2:24][N:25]([C:27](OC(C)(C)C)=[O:28])[CH3:26])[N:21]=[C:8]2[N:7]([C:35]2[CH:40]=CC=[C:37]([C:41](F)(F)F)[CH:36]=2)[C:6]=1[CH3:45])=[O:4].[C:46](O)([C:48]([F:51])([F:50])[F:49])=O.[CH2:53](N(CC)CC)C.C(OC(=O)C)(=O)C.